From a dataset of Full USPTO retrosynthesis dataset with 1.9M reactions from patents (1976-2016). Predict the reactants needed to synthesize the given product. (1) The reactants are: C([Si](C(C)C)(C(C)C)[O:5][C:6]([C:9]1[O:10][C:11]2[CH:17]=[CH:16][CH:15]=[CH:14][C:12]=2[CH:13]=1)=[CH:7][Cl:8])(C)C. Given the product [Cl:8][CH2:7][C:6]([C:9]1[O:10][C:11]2[CH:17]=[CH:16][CH:15]=[CH:14][C:12]=2[CH:13]=1)=[O:5], predict the reactants needed to synthesize it. (2) The reactants are: C1(C)C(S(O[CH:11]2[CH2:16][CH2:15][N:14]([C:17]3[CH:22]=[CH:21][C:20]([N:23]4[CH2:27][C@H:26]([CH2:28][NH:29][C:30](=[O:32])[CH3:31])[O:25][C:24]4=[O:33])=[CH:19][C:18]=3[F:34])[CH2:13][CH:12]2[OH:35])(=O)=O)=CC=CC=1.[NH:37]1[CH:41]=[N:40][N:39]=[N:38]1.C([O-])([O-])=O.[K+].[K+].O. Given the product [N:37]1([CH:11]2[CH2:16][CH2:15][N:14]([C:17]3[CH:22]=[CH:21][C:20]([N:23]4[CH2:27][C@H:26]([CH2:28][NH:29][C:30](=[O:32])[CH3:31])[O:25][C:24]4=[O:33])=[CH:19][C:18]=3[F:34])[CH2:13][CH:12]2[OH:35])[CH:41]=[N:40][N:39]=[N:38]1, predict the reactants needed to synthesize it. (3) Given the product [CH3:25][O:26][C:27]1[CH:28]=[C:29]([NH:30][C:2]2[C:11]3=[N:12][NH:13][C:14]([CH3:15])=[C:10]3[C:9]3[CH:8]=[CH:7][CH:6]=[CH:5][C:4]=3[N:3]=2)[CH:31]=[CH:32][C:33]=1[O:34][CH3:35], predict the reactants needed to synthesize it. The reactants are: Cl[C:2]1[C:11]2=[N:12][N:13](CC3C=CC(OC)=CC=3)[C:14]([CH3:15])=[C:10]2[C:9]2[CH:8]=[CH:7][CH:6]=[CH:5][C:4]=2[N:3]=1.[CH3:25][O:26][C:27]1[CH:28]=[C:29]([CH:31]=[CH:32][C:33]=1[O:34][CH3:35])[NH2:30].Cl. (4) Given the product [F:26][C:23]1[CH:24]=[CH:25][C:20]([CH2:19][O:18][C:14]2[CH:13]=[N:12][N:11]([CH2:10][C:9]([C:6]3[CH:7]=[CH:8][C:3]([CH2:2][N:29]4[CH2:33][CH2:32][CH2:31][CH2:30]4)=[CH:4][C:5]=3[CH3:28])=[O:27])[C:16](=[O:17])[CH:15]=2)=[N:21][CH:22]=1, predict the reactants needed to synthesize it. The reactants are: Br[CH2:2][C:3]1[CH:8]=[CH:7][C:6]([C:9](=[O:27])[CH2:10][N:11]2[C:16](=[O:17])[CH:15]=[C:14]([O:18][CH2:19][C:20]3[CH:25]=[CH:24][C:23]([F:26])=[CH:22][N:21]=3)[CH:13]=[N:12]2)=[C:5]([CH3:28])[CH:4]=1.[NH:29]1[CH2:33][CH2:32][CH2:31][CH2:30]1. (5) Given the product [Cl:15][C:11]1[C:10]([F:16])=[C:9]([CH:14]=[CH:13][CH:12]=1)[CH:8]=[O:2], predict the reactants needed to synthesize it. The reactants are: [N+](C(C)C)([O-])=[O:2].Br[CH2:8][C:9]1[CH:14]=[CH:13][CH:12]=[C:11]([Cl:15])[C:10]=1[F:16]. (6) Given the product [Cl:1][C:2]1[CH:3]=[CH:4][C:5]([O:11][C:12]2[CH:17]=[CH:16][C:15]([F:18])=[CH:14][CH:13]=2)=[C:6]([CH:10]=1)[C:7]([NH:32][CH2:31][C:28]1[CH:27]=[CH:26][C:25]([C:24]2[N:20]=[N:21][NH:22][N:23]=2)=[CH:30][CH:29]=1)=[O:9], predict the reactants needed to synthesize it. The reactants are: [Cl:1][C:2]1[CH:3]=[CH:4][C:5]([O:11][C:12]2[CH:17]=[CH:16][C:15]([F:18])=[CH:14][CH:13]=2)=[C:6]([CH:10]=1)[C:7]([OH:9])=O.Cl.[N:20]1[NH:21][N:22]=[N:23][C:24]=1[C:25]1[CH:30]=[CH:29][C:28]([CH2:31][NH2:32])=[CH:27][CH:26]=1. (7) The reactants are: [Li+].[BH4-].Cl[Si](C)(C)C.[Br:8][C:9]1[CH:10]=[CH:11][C:12]([CH2:18][CH2:19][C:20]2[CH:25]=[CH:24][CH:23]=[C:22]([O:26][CH3:27])[C:21]=2[CH3:28])=[C:13]([CH:17]=1)[C:14](O)=[O:15]. Given the product [Br:8][C:9]1[CH:10]=[CH:11][C:12]([CH2:18][CH2:19][C:20]2[CH:25]=[CH:24][CH:23]=[C:22]([O:26][CH3:27])[C:21]=2[CH3:28])=[C:13]([CH2:14][OH:15])[CH:17]=1, predict the reactants needed to synthesize it. (8) Given the product [C:1]([O:5][C:6](=[O:14])[C:7]1[CH:8]=[CH:9][C:10]([O:13][CH2:22][CH2:23][Cl:24])=[CH:11][CH:12]=1)([CH3:4])([CH3:2])[CH3:3], predict the reactants needed to synthesize it. The reactants are: [C:1]([O:5][C:6](=[O:14])[C:7]1[CH:12]=[CH:11][C:10]([OH:13])=[CH:9][CH:8]=1)([CH3:4])([CH3:3])[CH3:2].C([O-])([O-])=O.[K+].[K+].Br[CH2:22][CH2:23][Cl:24]. (9) Given the product [Cl:14][C:3]1[N:8]=[N:7][C:6]([C:9]([OH:11])=[O:10])=[CH:5][CH:4]=1, predict the reactants needed to synthesize it. The reactants are: CO[C:3]1[N:8]=[N:7][C:6]([C:9]([OH:11])=[O:10])=[CH:5][CH:4]=1.S(Cl)([Cl:14])=O.